Dataset: Peptide-MHC class II binding affinity with 134,281 pairs from IEDB. Task: Regression. Given a peptide amino acid sequence and an MHC pseudo amino acid sequence, predict their binding affinity value. This is MHC class II binding data. The peptide sequence is LVGPTPVNIIGRNMLTQIGC. The MHC is HLA-DQA10501-DQB10301 with pseudo-sequence HLA-DQA10501-DQB10301. The binding affinity (normalized) is 0.194.